Task: Predict the reactants needed to synthesize the given product.. Dataset: Full USPTO retrosynthesis dataset with 1.9M reactions from patents (1976-2016) (1) Given the product [F:16][C:17]1[CH:22]=[C:21]([C:2]2[CH:15]=[CH:14][CH:13]=[CH:12][C:3]=2[O:4][C:5]2[N:10]=[C:9]([CH3:11])[CH:8]=[CH:7][N:6]=2)[CH:20]=[CH:19][C:18]=1[C:32]1[CH:37]=[N:36][C:35]([NH2:38])=[N:34][CH:33]=1, predict the reactants needed to synthesize it. The reactants are: Br[C:2]1[CH:15]=[CH:14][CH:13]=[CH:12][C:3]=1[O:4][C:5]1[N:10]=[C:9]([CH3:11])[CH:8]=[CH:7][N:6]=1.[F:16][C:17]1[CH:22]=[C:21](B2OC(C)(C)C(C)(C)O2)[CH:20]=[CH:19][C:18]=1[C:32]1[CH:33]=[N:34][C:35]([NH2:38])=[N:36][CH:37]=1. (2) Given the product [N:13]12[CH2:14][CH2:15][CH:16]([CH2:17][CH2:18]1)[N:10]([C:7]1[N:8]=[CH:9][C:4]([NH2:1])=[CH:5][N:6]=1)[CH2:11][CH2:12]2, predict the reactants needed to synthesize it. The reactants are: [N+:1]([C:4]1[CH:5]=[N:6][C:7]([N:10]2[CH:16]3[CH2:17][CH2:18][N:13]([CH2:14][CH2:15]3)[CH2:12][CH2:11]2)=[N:8][CH:9]=1)([O-])=O. (3) Given the product [C:42]1([O:45][C:46](=[S:47])[O:32][C@H:14]2[C@@H:13]([O:33][CH2:34][CH2:35][CH2:36][CH3:37])[C:12]3[C:11]([C:9](=[O:10])[N:8]([CH3:7])[CH3:38])=[CH:20][C:19]4[N:21]([CH3:25])[C:22]([CH3:24])=[N:23][C:18]=4[C:17]=3[NH:16][C@@H:15]2[C:26]2[CH:31]=[CH:30][CH:29]=[CH:28][CH:27]=2)[CH:43]=[CH:44][CH:39]=[CH:40][CH:41]=1, predict the reactants needed to synthesize it. The reactants are: N1C=CC=CC=1.[CH3:7][N:8]([CH3:38])[C:9]([C:11]1[C:12]2[C@H:13]([O:33][CH2:34][CH2:35][CH2:36][CH3:37])[C@H:14]([OH:32])[C@@H:15]([C:26]3[CH:31]=[CH:30][CH:29]=[CH:28][CH:27]=3)[NH:16][C:17]=2[C:18]2[N:23]=[C:22]([CH3:24])[N:21]([CH3:25])[C:19]=2[CH:20]=1)=[O:10].[CH:39]1[CH:44]=[CH:43][C:42]([O:45][C:46](Cl)=[S:47])=[CH:41][CH:40]=1.C(=O)(O)[O-].[Na+]. (4) Given the product [C:1]12([CH2:11][C:12]([N:38]3[CH2:39][CH2:40][C:41]4[S:33][CH:34]=[CH:35][C:36]=4[CH2:37]3)=[O:13])[CH2:10][CH:5]3[CH2:6][CH:7]([CH2:9][CH:3]([CH2:4]3)[CH2:2]1)[CH2:8]2, predict the reactants needed to synthesize it. The reactants are: [C:1]12([CH2:11][C:12](O)=[O:13])[CH2:10][CH:5]3[CH2:6][CH:7]([CH2:9][CH:3]([CH2:4]3)[CH2:2]1)[CH2:8]2.CCN=C=NCCCN(C)C.C(N(CC)CC)C.[S:33]1[C:41]2[CH2:40][CH2:39][NH:38][CH2:37][C:36]=2[CH:35]=[CH:34]1. (5) Given the product [CH3:18][O:17][CH:16]=[CH:15][C:7]1[C:6]2[O:5][CH2:4][C:3](=[O:2])[NH:12][C:11]=2[CH:10]=[CH:9][CH:8]=1, predict the reactants needed to synthesize it. The reactants are: C[O:2][C:3](=O)[CH2:4][O:5][C:6]1[C:11]([N+:12]([O-])=O)=[CH:10][CH:9]=[CH:8][C:7]=1[CH:15]=[CH:16][O:17][CH3:18].[Cl-].[NH4+]. (6) Given the product [NH4+:22].[OH-:28].[CH2:15]([N:22]1[CH2:27][CH2:26][C:25]([C:2]2[CH:3]=[C:4]([CH3:9])[CH:5]=[C:6]([CH3:8])[CH:7]=2)([OH:28])[CH2:24][CH2:23]1)[C:16]1[CH:17]=[CH:18][CH:19]=[CH:20][CH:21]=1, predict the reactants needed to synthesize it. The reactants are: Br[C:2]1[CH:3]=[C:4]([CH3:9])[CH:5]=[C:6]([CH3:8])[CH:7]=1.[Li]CCCC.[CH2:15]([N:22]1[CH2:27][CH2:26][C:25](=[O:28])[CH2:24][CH2:23]1)[C:16]1[CH:21]=[CH:20][CH:19]=[CH:18][CH:17]=1.O. (7) Given the product [CH3:24][O:23][Si:18]([O:19][CH3:20])([O:21][CH3:22])[O:8][Si:7]([C:10]1[CH:15]=[CH:14][CH:13]=[CH:12][CH:11]=1)([C:1]1[CH:2]=[CH:3][CH:4]=[CH:5][CH:6]=1)[O:9][Si:18]([O:23][CH3:24])([O:21][CH3:22])[O:19][CH3:20], predict the reactants needed to synthesize it. The reactants are: [C:1]1([Si:7]([C:10]2[CH:15]=[CH:14][CH:13]=[CH:12][CH:11]=2)([OH:9])[OH:8])[CH:6]=[CH:5][CH:4]=[CH:3][CH:2]=1.CO[Si:18]([O:23][CH3:24])([O:21][CH3:22])[O:19][CH3:20]. (8) Given the product [O:7]=[C:6]1[O:5][CH2:4][CH2:9]/[C:10]/1=[CH:11]/[O-:12].[Na+:3], predict the reactants needed to synthesize it. The reactants are: C[O-].[Na+:3].[CH3:4][O:5][CH:6]=[O:7].C1(=O)[O:12][CH2:11][CH2:10][CH2:9]1. (9) Given the product [Br:3][C:4]1[CH:5]=[C:6]([CH:10]([CH:17]2[CH2:19][CH2:18]2)[N:11]([CH3:20])[S:12]([CH2:15][CH3:16])(=[O:13])=[O:14])[CH:7]=[N:8][CH:9]=1, predict the reactants needed to synthesize it. The reactants are: IC.[Br:3][C:4]1[CH:5]=[C:6]([CH:10]([CH:17]2[CH2:19][CH2:18]2)[NH:11][S:12]([CH2:15][CH3:16])(=[O:14])=[O:13])[CH:7]=[N:8][CH:9]=1.[C:20](=O)([O-])[O-].[K+].[K+].